This data is from NCI-60 drug combinations with 297,098 pairs across 59 cell lines. The task is: Regression. Given two drug SMILES strings and cell line genomic features, predict the synergy score measuring deviation from expected non-interaction effect. (1) Drug 1: COC1=CC(=CC(=C1O)OC)C2C3C(COC3=O)C(C4=CC5=C(C=C24)OCO5)OC6C(C(C7C(O6)COC(O7)C8=CC=CS8)O)O. Drug 2: CC1C(C(=O)NC(C(=O)N2CCCC2C(=O)N(CC(=O)N(C(C(=O)O1)C(C)C)C)C)C(C)C)NC(=O)C3=C4C(=C(C=C3)C)OC5=C(C(=O)C(=C(C5=N4)C(=O)NC6C(OC(=O)C(N(C(=O)CN(C(=O)C7CCCN7C(=O)C(NC6=O)C(C)C)C)C)C(C)C)C)N)C. Cell line: HS 578T. Synergy scores: CSS=11.6, Synergy_ZIP=-4.18, Synergy_Bliss=1.11, Synergy_Loewe=0.519, Synergy_HSA=0.976. (2) Drug 1: C1=CC(=C2C(=C1NCCNCCO)C(=O)C3=C(C=CC(=C3C2=O)O)O)NCCNCCO. Drug 2: C#CCC(CC1=CN=C2C(=N1)C(=NC(=N2)N)N)C3=CC=C(C=C3)C(=O)NC(CCC(=O)O)C(=O)O. Cell line: NCI-H226. Synergy scores: CSS=44.5, Synergy_ZIP=7.30, Synergy_Bliss=3.60, Synergy_Loewe=3.71, Synergy_HSA=3.80. (3) Drug 1: CS(=O)(=O)C1=CC(=C(C=C1)C(=O)NC2=CC(=C(C=C2)Cl)C3=CC=CC=N3)Cl. Drug 2: CC1=C2C(C(=O)C3(C(CC4C(C3C(C(C2(C)C)(CC1OC(=O)C(C(C5=CC=CC=C5)NC(=O)OC(C)(C)C)O)O)OC(=O)C6=CC=CC=C6)(CO4)OC(=O)C)OC)C)OC. Cell line: CAKI-1. Synergy scores: CSS=51.5, Synergy_ZIP=10.0, Synergy_Bliss=8.85, Synergy_Loewe=-17.1, Synergy_HSA=9.78. (4) Drug 1: CN1CCC(CC1)COC2=C(C=C3C(=C2)N=CN=C3NC4=C(C=C(C=C4)Br)F)OC. Drug 2: CCC1(C2=C(COC1=O)C(=O)N3CC4=CC5=C(C=CC(=C5CN(C)C)O)N=C4C3=C2)O.Cl. Cell line: SNB-19. Synergy scores: CSS=12.3, Synergy_ZIP=-0.205, Synergy_Bliss=2.50, Synergy_Loewe=-16.3, Synergy_HSA=2.47. (5) Drug 1: CCCS(=O)(=O)NC1=C(C(=C(C=C1)F)C(=O)C2=CNC3=C2C=C(C=N3)C4=CC=C(C=C4)Cl)F. Drug 2: CN(C)N=NC1=C(NC=N1)C(=O)N. Cell line: OVCAR-5. Synergy scores: CSS=0.610, Synergy_ZIP=2.81, Synergy_Bliss=4.85, Synergy_Loewe=-1.80, Synergy_HSA=-1.12. (6) Drug 1: CN(C)C1=NC(=NC(=N1)N(C)C)N(C)C. Drug 2: C1=CC(=CC=C1CCCC(=O)O)N(CCCl)CCCl. Cell line: RXF 393. Synergy scores: CSS=23.2, Synergy_ZIP=7.57, Synergy_Bliss=8.73, Synergy_Loewe=-3.22, Synergy_HSA=5.88.